This data is from Full USPTO retrosynthesis dataset with 1.9M reactions from patents (1976-2016). The task is: Predict the reactants needed to synthesize the given product. (1) Given the product [CH2:20]([C:25]1[CH:33]=[CH:32][C:28]([C:29]([NH:1][C:2]2[CH:3]=[CH:4][C:5]([C:8]3[S:12][C:11]([CH2:13][CH2:14][CH2:15][C:16]([O:18][CH3:19])=[O:17])=[N:10][CH:9]=3)=[CH:6][CH:7]=2)=[O:30])=[CH:27][CH:26]=1)[CH2:21][CH2:22][CH2:23][CH3:24], predict the reactants needed to synthesize it. The reactants are: [NH2:1][C:2]1[CH:7]=[CH:6][C:5]([C:8]2[S:12][C:11]([CH2:13][CH2:14][CH2:15][C:16]([O:18][CH3:19])=[O:17])=[N:10][CH:9]=2)=[CH:4][CH:3]=1.[CH2:20]([C:25]1[CH:33]=[CH:32][C:28]([C:29](Cl)=[O:30])=[CH:27][CH:26]=1)[CH2:21][CH2:22][CH2:23][CH3:24]. (2) Given the product [Br:3][C:4]1[CH:5]=[C:6]2[C:10](=[CH:11][CH:12]=1)[N:9]([CH2:24][CH:25]1[CH2:29][CH2:28][N:27]([C:30]([O:32][CH2:33][C:34]3[CH:39]=[CH:38][CH:37]=[CH:36][CH:35]=3)=[O:31])[CH2:26]1)[CH:8]=[CH:7]2, predict the reactants needed to synthesize it. The reactants are: [H-].[Na+].[Br:3][C:4]1[CH:5]=[C:6]2[C:10](=[CH:11][CH:12]=1)[NH:9][CH:8]=[CH:7]2.S(O[CH2:24][CH:25]1[CH2:29][CH2:28][N:27]([C:30]([O:32][CH2:33][C:34]2[CH:39]=[CH:38][CH:37]=[CH:36][CH:35]=2)=[O:31])[CH2:26]1)(C1C=CC(C)=CC=1)(=O)=O.C(OCC)(=O)C.CCCCCC. (3) Given the product [Cl:1][C:2]1[CH:3]=[C:4]([NH2:24])[C:5]([I:27])=[N:6][C:7]=1[C:8]1[CH:9]=[CH:10][C:11]([C:14]2[CH:15]=[CH:16][C:17]([S:20]([CH3:23])(=[O:22])=[O:21])=[CH:18][CH:19]=2)=[CH:12][CH:13]=1, predict the reactants needed to synthesize it. The reactants are: [Cl:1][C:2]1[CH:3]=[C:4]([NH2:24])[CH:5]=[N:6][C:7]=1[C:8]1[CH:13]=[CH:12][C:11]([C:14]2[CH:19]=[CH:18][C:17]([S:20]([CH3:23])(=[O:22])=[O:21])=[CH:16][CH:15]=2)=[CH:10][CH:9]=1.II.[I:27]([O-])(=O)(=O)=O.[Na+].S(S([O-])=O)([O-])(=O)=O.[Na+].[Na+].